Dataset: Full USPTO retrosynthesis dataset with 1.9M reactions from patents (1976-2016). Task: Predict the reactants needed to synthesize the given product. (1) The reactants are: [F:1][C:2]1[CH:3]=[C:4]([N+:9]([O-:11])=[O:10])[CH:5]=[CH:6][C:7]=1F.C([O-])([O-])=O.[K+].[K+].[CH2:18]([NH:22][CH2:23][CH2:24][CH2:25][CH3:26])[CH2:19][CH2:20][CH3:21]. Given the product [CH2:18]([N:22]([CH2:23][CH2:24][CH2:25][CH3:26])[C:7]1[CH:6]=[CH:5][C:4]([N+:9]([O-:11])=[O:10])=[CH:3][C:2]=1[F:1])[CH2:19][CH2:20][CH3:21], predict the reactants needed to synthesize it. (2) The reactants are: [F:1][C:2]1[CH:7]=[CH:6][C:5]([OH:8])=[CH:4][CH:3]=1.Br[CH2:10][CH2:11][CH2:12][CH2:13][O:14][CH2:15][C:16]1[CH:21]=[CH:20][CH:19]=[CH:18][CH:17]=1.C(=O)([O-])[O-].[K+].[K+].O. Given the product [CH2:15]([O:14][CH2:13][CH2:12][CH2:11][CH2:10][O:8][C:5]1[CH:6]=[CH:7][C:2]([F:1])=[CH:3][CH:4]=1)[C:16]1[CH:21]=[CH:20][CH:19]=[CH:18][CH:17]=1, predict the reactants needed to synthesize it. (3) The reactants are: [NH2:1][C:2]1[CH:7]=[CH:6][N:5]=[CH:4][CH:3]=1.C(N(CC)CC)C.[CH2:15]([S:18](Cl)(=[O:20])=[O:19])[CH2:16][CH3:17]. Given the product [CH2:15]([S:18]([NH:1][C:2]1[CH:7]=[CH:6][N:5]=[CH:4][CH:3]=1)(=[O:20])=[O:19])[CH2:16][CH3:17], predict the reactants needed to synthesize it. (4) Given the product [CH:8]1([N:12]2[C:4]([NH2:5])=[CH:3][C:2]([CH3:6])=[N:13]2)[CH2:11][CH2:10][CH2:9]1, predict the reactants needed to synthesize it. The reactants are: N/[C:2](/[CH3:6])=[CH:3]\[C:4]#[N:5].Cl.[CH:8]1([NH:12][NH2:13])[CH2:11][CH2:10][CH2:9]1.C([O-])(=O)C.[Na+]. (5) The reactants are: [NH:1]1[CH2:6][CH2:5][C:4]2([O:11][C:10]3[C:12]4[C:17]([C:18](=[O:21])[C:19](=[O:20])[C:9]=3[S:8][CH2:7]2)=[CH:16][CH:15]=[CH:14][CH:13]=4)[CH2:3][CH2:2]1.[O:22]([CH2:29][CH:30]1[CH2:32][O:31]1)[C:23]1[CH:28]=[CH:27][CH:26]=[CH:25][CH:24]=1. Given the product [OH:31][CH:30]([CH2:29][O:22][C:23]1[CH:28]=[CH:27][CH:26]=[CH:25][CH:24]=1)[CH2:32][N:1]1[CH2:2][CH2:3][C:4]2([O:11][C:10]3[C:12]4[C:17]([C:18](=[O:21])[C:19](=[O:20])[C:9]=3[S:8][CH2:7]2)=[CH:16][CH:15]=[CH:14][CH:13]=4)[CH2:5][CH2:6]1, predict the reactants needed to synthesize it. (6) Given the product [CH3:1][C:2]1([CH3:15])[C:3]2[CH:4]=[C:5]([C:16]([C:17]3[CH:25]=[CH:24][CH:23]=[CH:22][C:18]=3[C:19]([OH:21])=[O:20])=[O:26])[CH:6]=[CH:7][C:8]=2[C:9]2[C:14]1=[CH:13][CH:12]=[CH:11][CH:10]=2, predict the reactants needed to synthesize it. The reactants are: [CH3:1][C:2]1([CH3:15])[C:14]2[CH:13]=[CH:12][CH:11]=[CH:10][C:9]=2[C:8]2[C:3]1=[CH:4][CH:5]=[CH:6][CH:7]=2.[C:16]1(=[O:26])[O:21][C:19](=[O:20])[C:18]2=[CH:22][CH:23]=[CH:24][CH:25]=[C:17]12.ClCCl.[Cl-].[Al+3].[Cl-].[Cl-]. (7) Given the product [CH3:34][C:20]1[CH:21]=[C:22]([O:25][C:26]2[CH:31]=[CH:30][CH:29]=[C:28]([CH2:32][NH:33][C:7]([C:6]3[S:5][C:4]4[CH:10]=[CH:11][CH:12]=[CH:13][C:3]=4[C:2]=3[CH3:1])=[O:9])[CH:27]=2)[CH:23]=[CH:24][C:19]=1[CH2:18][CH2:17][C:16]([OH:35])=[O:15], predict the reactants needed to synthesize it. The reactants are: [CH3:1][C:2]1[C:3]2[CH:13]=[CH:12][CH:11]=[CH:10][C:4]=2[S:5][C:6]=1[C:7]([OH:9])=O.C[O:15][C:16](=[O:35])[CH2:17][CH2:18][C:19]1[CH:24]=[CH:23][C:22]([O:25][C:26]2[CH:31]=[CH:30][CH:29]=[C:28]([CH2:32][NH2:33])[CH:27]=2)=[CH:21][C:20]=1[CH3:34].